Task: Predict which catalyst facilitates the given reaction.. Dataset: Catalyst prediction with 721,799 reactions and 888 catalyst types from USPTO (1) Reactant: [Br:1][C:2]1[CH:3]=[C:4]([CH:31]=[CH:32][CH:33]=1)[CH2:5][N:6]1[C:14]2[C:13](=[O:15])[N:12]([CH3:16])[C:11](=[O:17])[N:10]([CH3:18])[C:9]=2[N:8]=[C:7]1[CH2:19][C:20]1[CH:21]=[C:22]([CH:28]=[CH:29][CH:30]=1)[C:23](OCC)=[O:24].[BH4-].[Li+]. Product: [Br:1][C:2]1[CH:3]=[C:4]([CH:31]=[CH:32][CH:33]=1)[CH2:5][N:6]1[C:14]2[C:13](=[O:15])[N:12]([CH3:16])[C:11](=[O:17])[N:10]([CH3:18])[C:9]=2[N:8]=[C:7]1[CH2:19][C:20]1[CH:30]=[CH:29][CH:28]=[C:22]([CH2:23][OH:24])[CH:21]=1. The catalyst class is: 1. (2) Reactant: [Cl:1][C:2]1[CH:3]=[C:4]2[C:9](=[CH:10][CH:11]=1)[C@@:8]1([CH2:17][O:16][C:15]3[CH:18]=[CH:19][C:20]([C:22](O)=[O:23])=[CH:21][C:14]=3[N:13]([CH2:25][C@@H:26]3[CH2:29][CH2:28][C@H:27]3[C@@H:30]([OH:33])[CH:31]=[CH2:32])[CH2:12]1)[CH2:7][CH2:6][CH2:5]2.[CH3:34][C@@H:35]([CH2:42][CH:43]=[CH2:44])[C@H:36]([S:38]([NH2:41])(=[O:40])=[O:39])[CH3:37].CCN=C=NCCCN(C)C.Cl. Product: [Cl:1][C:2]1[CH:3]=[C:4]2[C:9](=[CH:10][CH:11]=1)[C@@:8]1([CH2:17][O:16][C:15]3[CH:18]=[CH:19][C:20]([C:22]([NH:41][S:38]([C@@H:36]([C@@H:35]([CH3:34])[CH2:42][CH:43]=[CH2:44])[CH3:37])(=[O:39])=[O:40])=[O:23])=[CH:21][C:14]=3[N:13]([CH2:25][C@@H:26]3[CH2:29][CH2:28][C@H:27]3[C@@H:30]([OH:33])[CH:31]=[CH2:32])[CH2:12]1)[CH2:7][CH2:6][CH2:5]2. The catalyst class is: 79. (3) Reactant: [N+:1]([C:4]1[CH:9]=[C:8]([NH2:10])[CH:7]=[CH:6][C:5]=1[NH2:11])([O-:3])=[O:2].[C:12](O[C:12]([O:14][C:15]([CH3:18])([CH3:17])[CH3:16])=[O:13])([O:14][C:15]([CH3:18])([CH3:17])[CH3:16])=[O:13].CCN(C(C)C)C(C)C. Product: [NH2:11][C:5]1[CH:6]=[CH:7][C:8]([NH:10][C:12](=[O:13])[O:14][C:15]([CH3:18])([CH3:17])[CH3:16])=[CH:9][C:4]=1[N+:1]([O-:3])=[O:2]. The catalyst class is: 12. (4) Reactant: [Cl:1][C:2]1[CH:3]=[C:4]([N+:14]([O-])=O)[C:5]([CH2:12][CH3:13])=[C:6]([CH:11]=1)[C:7]([O:9][CH3:10])=[O:8].[Cl-].[NH4+].O. Product: [NH2:14][C:4]1[C:5]([CH2:12][CH3:13])=[C:6]([CH:11]=[C:2]([Cl:1])[CH:3]=1)[C:7]([O:9][CH3:10])=[O:8]. The catalyst class is: 415. (5) Reactant: [F:1][C:2]([F:25])([F:24])[CH2:3][NH:4][C:5]1[N:10]=[C:9]([NH:11][C:12]2[CH:20]=[CH:19][C:15]([C:16]([OH:18])=O)=[CH:14][CH:13]=2)[NH:8][C:7]2=[N:21][CH:22]=[CH:23][C:6]=12.CN(C(ON1N=NC2C=CC=CC1=2)=[N+](C)C)C.[B-](F)(F)(F)F.[CH3:48][CH2:49][N:50](C(C)C)[CH:51](C)C.C(NC)C. Product: [CH2:49]([N:50]([CH3:51])[C:16](=[O:18])[C:15]1[CH:19]=[CH:20][C:12]([NH:11][C:9]2[NH:8][C:7]3=[N:21][CH:22]=[CH:23][C:6]3=[C:5]([NH:4][CH2:3][C:2]([F:25])([F:24])[F:1])[N:10]=2)=[CH:13][CH:14]=1)[CH3:48]. The catalyst class is: 3. (6) Reactant: [CH3:1][NH:2][C:3]([C:5]1[O:6][C:7]([C:11]([CH3:14])([CH3:13])[CH3:12])=[CH:8][C:9]=1[NH2:10])=[O:4].[F:15][C:16]1[CH:21]=[CH:20][C:19]([N:22]=[C:23]=[O:24])=[CH:18][CH:17]=1. Product: [CH3:1][NH:2][C:3]([C:5]1[O:6][C:7]([C:11]([CH3:14])([CH3:13])[CH3:12])=[CH:8][C:9]=1[NH:10][C:23]([NH:22][C:19]1[CH:20]=[CH:21][C:16]([F:15])=[CH:17][CH:18]=1)=[O:24])=[O:4]. The catalyst class is: 11.